From a dataset of Peptide-MHC class I binding affinity with 185,985 pairs from IEDB/IMGT. Regression. Given a peptide amino acid sequence and an MHC pseudo amino acid sequence, predict their binding affinity value. This is MHC class I binding data. (1) The peptide sequence is SELRPDTRY. The MHC is HLA-B18:01 with pseudo-sequence HLA-B18:01. The binding affinity (normalized) is 0.138. (2) The peptide sequence is AMPEEETTE. The MHC is HLA-A24:02 with pseudo-sequence HLA-A24:02. The binding affinity (normalized) is 0.0805. (3) The binding affinity (normalized) is 0.710. The MHC is HLA-B53:01 with pseudo-sequence HLA-B53:01. The peptide sequence is SPATLLLVL. (4) The peptide sequence is RIRTWKSLVK. The MHC is HLA-B07:02 with pseudo-sequence HLA-B07:02. The binding affinity (normalized) is 0.230. (5) The peptide sequence is LVAEMDGIQY. The MHC is HLA-A30:02 with pseudo-sequence HLA-A30:02. The binding affinity (normalized) is 0.573. (6) The peptide sequence is VCYNAVLTH. The MHC is H-2-Db with pseudo-sequence H-2-Db. The binding affinity (normalized) is 0.